From a dataset of Reaction yield outcomes from USPTO patents with 853,638 reactions. Predict the reaction yield, written as a fraction of the theoretical maximum amount of product (1.0 means a 100% yield; for example, 0.34 means a 34% yield). (1) The yield is 0.460. The product is [C:1]([O:5][C:6]([NH:8][C:9]1([CH2:13][OH:25])[CH2:10][CH2:11][O:16][CH2:14]1)=[O:7])([CH3:4])([CH3:3])[CH3:2]. The catalyst is C1COCC1. The reactants are [C:1]([O:5][C:6]([NH:8][C:9]1([C:14]([OH:16])=O)[CH2:13]C[CH2:11][CH2:10]1)=[O:7])([CH3:4])([CH3:3])[CH3:2].[H-].[H-].[H-].[H-].[Li+].[Al+3].CC[O:25]C(C)=O. (2) The reactants are C([Li])CCC.CCCCCC.Br[C:13]1[CH:18]=[CH:17][CH:16]=[CH:15][C:14]=1[SH:19].[C:20]([O:24][C:25]([N:27]1[CH2:32][CH2:31][CH2:30][CH2:29][C:28]1=O)=[O:26])([CH3:23])([CH3:22])[CH3:21].[NH4+].[Cl-].C1C[O:39]CC1. The product is [C:20]([O:24][C:25]([N:27]1[CH2:32][CH2:31][C:30]([OH:39])([C:13]2[CH:18]=[CH:17][CH:16]=[CH:15][C:14]=2[SH:19])[CH2:29][CH2:28]1)=[O:26])([CH3:23])([CH3:22])[CH3:21]. The yield is 0.660. The catalyst is C(OCC)(=O)C.CCCCCCC. (3) The reactants are [Cl:1][C:2]1[CH:10]=[C:9]2[C:5]([CH:6]=[C:7]([C:11]([O:13][CH2:14][CH3:15])=[O:12])[NH:8]2)=[CH:4][CH:3]=1.P(Cl)(Cl)(Cl)=O.CN(C)[CH:23]=[O:24]. No catalyst specified. The product is [Cl:1][C:2]1[CH:10]=[C:9]2[C:5]([C:6]([CH:23]=[O:24])=[C:7]([C:11]([O:13][CH2:14][CH3:15])=[O:12])[NH:8]2)=[CH:4][CH:3]=1. The yield is 0.620. (4) The reactants are [F:1][C:2]([F:49])([F:48])[CH2:3][N:4]1[CH2:9][CH2:8][CH:7]([CH2:10][CH2:11][O:12][CH2:13][C:14]2[CH:19]=[CH:18][CH:17]=[CH:16][C:15]=2[C:20]2[CH:21]=[C:22]3[C:27](=[C:28]([O:30]COCC[Si](C)(C)C)[CH:29]=2)[N:26]=[CH:25][N:24](COCC[Si](C)(C)C)[C:23]3=[O:47])[CH2:6][CH2:5]1.[F:50][C:51]([F:56])([F:55])[C:52]([OH:54])=[O:53]. The catalyst is ClCCl. The product is [F:50][C:51]([F:56])([F:55])[C:52]([OH:54])=[O:53].[OH:30][C:28]1[CH:29]=[C:20]([C:15]2[CH:16]=[CH:17][CH:18]=[CH:19][C:14]=2[CH2:13][O:12][CH2:11][CH2:10][CH:7]2[CH2:8][CH2:9][N:4]([CH2:3][C:2]([F:49])([F:48])[F:1])[CH2:5][CH2:6]2)[CH:21]=[C:22]2[C:27]=1[N:26]=[CH:25][NH:24][C:23]2=[O:47]. The yield is 0.910. (5) The reactants are Br[C:2]1[CH:3]=[N:4][C:5]([N:10]2[CH2:15][CH2:14][N:13]([C:16]3[N:20]=[C:19]([CH:21]([CH3:23])[CH3:22])[O:18][N:17]=3)[CH2:12][CH2:11]2)=[C:6]([CH:9]=1)[C:7]#[N:8].C([O-])(=O)C.[K+].[B:29]1([B:29]2[O:33][C:32]([CH3:35])([CH3:34])[C:31]([CH3:37])([CH3:36])[O:30]2)[O:33][C:32]([CH3:35])([CH3:34])[C:31]([CH3:37])([CH3:36])[O:30]1. The catalyst is O1CCOCC1.C1(P(C2C=CC=CC=2)[C-]2C=CC=C2)C=CC=CC=1.[C-]1(P(C2C=CC=CC=2)C2C=CC=CC=2)C=CC=C1.[Fe+2].C1C=CC(P(C2C=CC=CC=2)[C-]2C=CC=C2)=CC=1.C1C=CC(P(C2C=CC=CC=2)[C-]2C=CC=C2)=CC=1.Cl[Pd]Cl.[Fe+2]. The product is [CH:21]([C:19]1[O:18][N:17]=[C:16]([N:13]2[CH2:14][CH2:15][N:10]([C:5]3[N:4]=[CH:3][C:2]([B:29]4[O:33][C:32]([CH3:35])([CH3:34])[C:31]([CH3:37])([CH3:36])[O:30]4)=[CH:9][C:6]=3[C:7]#[N:8])[CH2:11][CH2:12]2)[N:20]=1)([CH3:23])[CH3:22]. The yield is 0.631.